From a dataset of Forward reaction prediction with 1.9M reactions from USPTO patents (1976-2016). Predict the product of the given reaction. (1) Given the reactants [NH:1]1[CH2:6][CH2:5][CH2:4][CH2:3][CH2:2]1.[Cl:7][CH2:8][CH2:9][CH2:10]O.[OH-].[Na+].S(Cl)(Cl)=O, predict the reaction product. The product is: [ClH:7].[Cl:7][CH2:8][CH2:9][CH2:10][N:1]1[CH2:6][CH2:5][CH2:4][CH2:3][CH2:2]1. (2) Given the reactants [N:1]1([C:6]2[N:11]=[N:10][C:9]([O:12][CH:13]3[CH2:18][CH2:17][CH2:16][N:15](CC4C=CC=CC=4)[CH2:14]3)=[CH:8][CH:7]=2)[CH:5]=[CH:4][N:3]=[CH:2]1, predict the reaction product. The product is: [N:1]1([C:6]2[N:11]=[N:10][C:9]([O:12][CH:13]3[CH2:18][CH2:17][CH2:16][NH:15][CH2:14]3)=[CH:8][CH:7]=2)[CH:5]=[CH:4][N:3]=[CH:2]1. (3) Given the reactants [F:1][C:2]1[CH:3]=[C:4]2[C:9](=[CH:10][CH:11]=1)[N:8]=[CH:7][C:6](/[CH:12]=[CH:13]/[C:14](=[O:29])[CH2:15][CH2:16][CH2:17][CH2:18][C:19]1[CH:28]=[CH:27][C:26]3[CH2:25][CH2:24][CH2:23][NH:22][C:21]=3[N:20]=1)=[CH:5]2.[BH4-].[Na+].Cl, predict the reaction product. The product is: [F:1][C:2]1[CH:3]=[C:4]2[C:9](=[CH:10][CH:11]=1)[N:8]=[CH:7][C:6](/[CH:12]=[CH:13]/[CH:14]([OH:29])[CH2:15][CH2:16][CH2:17][CH2:18][C:19]1[CH:28]=[CH:27][C:26]3[CH2:25][CH2:24][CH2:23][NH:22][C:21]=3[N:20]=1)=[CH:5]2. (4) Given the reactants [CH3:1][C:2]1[CH:3]=[C:4]([N:8]2[C:12]3[CH:13]=[CH:14][CH:15]=[CH:16][C:11]=3[NH:10][S:9]2(=[O:18])=[O:17])[CH:5]=[CH:6][CH:7]=1.C1(P(C2C=CC=CC=2)C2C=CC=CC=2)C=CC=CC=1.[Br:38][CH2:39][CH2:40][CH2:41]O.CC(OC(/N=N/C(OC(C)C)=O)=O)C, predict the reaction product. The product is: [Br:38][CH2:39][CH2:40][CH2:41][N:10]1[C:11]2[CH:16]=[CH:15][CH:14]=[CH:13][C:12]=2[N:8]([C:4]2[CH:5]=[CH:6][CH:7]=[C:2]([CH3:1])[CH:3]=2)[S:9]1(=[O:18])=[O:17].